Dataset: Catalyst prediction with 721,799 reactions and 888 catalyst types from USPTO. Task: Predict which catalyst facilitates the given reaction. (1) Reactant: S(Cl)(Cl)=O.[CH3:5][C:6]1[CH:27]=[CH:26][CH:25]=[CH:24][C:7]=1[CH2:8][O:9][C:10]1[CH:15]=[CH:14][C:13]([CH:16]([C:21]#[C:22][CH3:23])[CH2:17][C:18]([NH2:20])=O)=[CH:12][CH:11]=1. Product: [CH3:5][C:6]1[CH:27]=[CH:26][CH:25]=[CH:24][C:7]=1[CH2:8][O:9][C:10]1[CH:15]=[CH:14][C:13]([CH:16]([C:21]#[C:22][CH3:23])[CH2:17][C:18]#[N:20])=[CH:12][CH:11]=1. The catalyst class is: 3. (2) Reactant: [C:1]1(=[O:8])[O:6][C:4]([CH3:5])=[C:3]([CH3:7])[O:2]1.[Br:9]N1C(=O)CCC1=O. Product: [C:1]1(=[O:8])[O:6][C:4]([CH3:5])=[C:3]([CH2:7][Br:9])[O:2]1. The catalyst class is: 734.